Task: Regression/Classification. Given a drug SMILES string, predict its absorption, distribution, metabolism, or excretion properties. Task type varies by dataset: regression for continuous measurements (e.g., permeability, clearance, half-life) or binary classification for categorical outcomes (e.g., BBB penetration, CYP inhibition). For this dataset (ppbr_az), we predict Y.. Dataset: Plasma protein binding rate (PPBR) regression data from AstraZeneca The drug is C[C@@]1(C(=O)Nc2ccc(F)nc2)CCCN1c1nc(Nc2cc(C3CC3)n[nH]2)c2cccn2n1. The Y is 97.9 %.